This data is from Forward reaction prediction with 1.9M reactions from USPTO patents (1976-2016). The task is: Predict the product of the given reaction. Given the reactants COC1C=CC(C[NH:8][C:9]2[S:10][C:11]([C:15]3[CH:20]=[CH:19][N:18]=[C:17]([N:21]4[CH2:26][CH2:25][O:24][CH2:23][CH2:22]4)[N:16]=3)=[C:12]([CH3:14])[N:13]=2)=CC=1, predict the reaction product. The product is: [CH3:14][C:12]1[N:13]=[C:9]([NH2:8])[S:10][C:11]=1[C:15]1[CH:20]=[CH:19][N:18]=[C:17]([N:21]2[CH2:26][CH2:25][O:24][CH2:23][CH2:22]2)[N:16]=1.